Task: Predict the reactants needed to synthesize the given product.. Dataset: Full USPTO retrosynthesis dataset with 1.9M reactions from patents (1976-2016) (1) The reactants are: [P:1]([O-:5])([O-:4])([O-:3])=[O:2].[CH2:6](S)[C@@H:7]([OH:12])[C@@H:8]([OH:11])[CH2:9]S.N1C=CC=CC=1SSC1C=CC=CN=1.CN([CH:31]=[O:32])C.P([O-])([O-])([O-])=[O:34].C(N(CC(O)=O)CC(O)=O)CN(CC(O)=O)C[C:42](O)=[O:43]. Given the product [CH2:6]([O:2][P:1]([OH:5])([OH:4])=[O:3])[C@H:7]1[O:12][C@@H:42]([OH:43])[C@H:31]([OH:32])[C@@H:9]([OH:34])[C@@H:8]1[OH:11], predict the reactants needed to synthesize it. (2) Given the product [C:9]1([CH2:15][CH2:16][CH2:17][CH2:18][CH2:19][CH2:20][NH2:35])[CH:14]=[CH:13][CH:12]=[CH:11][CH:10]=1, predict the reactants needed to synthesize it. The reactants are: P([O-])([O-])([O-])=O.[K+].[K+].[K+].[C:9]1([C:15]2[CH:20]=[CH:19][CH:18]=[CH:17][C:16]=2O)[CH:14]=[CH:13][CH:12]=[CH:11][CH:10]=1.BrC1C=CC=CC=1.C([NH2:35])CCCCC.CCCCCCCCCCCC. (3) Given the product [C:2]([C:7]1[S:11][C:10]([CH2:12][N:13]2[N:17]=[C:16]([NH:18][C:31]([C:27]3[N:28]=[CH:29][O:30][C:26]=3[C:22]3[CH:23]=[CH:24][CH:25]=[C:20]([F:19])[CH:21]=3)=[O:32])[CH:15]=[N:14]2)=[CH:9][CH:8]=1)(=[O:6])[CH3:1], predict the reactants needed to synthesize it. The reactants are: [CH3:1][C:2]1([C:7]2[S:11][C:10]([CH2:12][N:13]3[N:17]=[C:16]([NH2:18])[CH:15]=[N:14]3)=[CH:9][CH:8]=2)[O:6]CCO1.[F:19][C:20]1[CH:21]=[C:22]([C:26]2[O:30][CH:29]=[N:28][C:27]=2[C:31](O)=[O:32])[CH:23]=[CH:24][CH:25]=1. (4) Given the product [CH2:1]([N:8]1[CH2:12][CH2:11][C:10](=[CH:33][C:34]([O:36][CH3:37])=[O:35])[CH2:9]1)[C:2]1[CH:7]=[CH:6][CH:5]=[CH:4][CH:3]=1, predict the reactants needed to synthesize it. The reactants are: [CH2:1]([N:8]1[CH2:12][CH2:11][C:10](=O)[CH2:9]1)[C:2]1[CH:7]=[CH:6][CH:5]=[CH:4][CH:3]=1.C1(P(=[CH:33][C:34]([O:36][CH3:37])=[O:35])(C2C=CC=CC=2)C2C=CC=CC=2)C=CC=CC=1. (5) Given the product [Br:1][C:2]1[CH:7]=[CH:6][C:5]([CH2:8][C:9]([C:16]2[CH:15]=[C:14]([F:13])[C:23]3[O:22][CH2:21][C:20](=[O:24])[N:19]([CH3:25])[C:18]=3[CH:17]=2)=[O:11])=[C:4]([Cl:12])[CH:3]=1, predict the reactants needed to synthesize it. The reactants are: [Br:1][C:2]1[CH:7]=[CH:6][C:5]([CH2:8][C:9]([OH:11])=O)=[C:4]([Cl:12])[CH:3]=1.[F:13][C:14]1[C:23]2[O:22][CH2:21][C:20](=[O:24])[N:19]([CH3:25])[C:18]=2[CH:17]=[CH:16][CH:15]=1.[Al+3].[Cl-].[Cl-].[Cl-].